This data is from Forward reaction prediction with 1.9M reactions from USPTO patents (1976-2016). The task is: Predict the product of the given reaction. Given the reactants FC(F)(F)C(O)=O.C(OC([NH:15][CH2:16][C:17]1[CH:22]=[CH:21][C:20](/[CH:23]=[CH:24]\[CH:25]2[CH2:30][CH2:29][CH2:28][CH2:27][CH2:26]2)=[CH:19][CH:18]=1)=O)(C)(C)C, predict the reaction product. The product is: [CH:25]1(/[CH:24]=[CH:23]\[C:20]2[CH:19]=[CH:18][C:17]([CH2:16][NH2:15])=[CH:22][CH:21]=2)[CH2:30][CH2:29][CH2:28][CH2:27][CH2:26]1.